From a dataset of Full USPTO retrosynthesis dataset with 1.9M reactions from patents (1976-2016). Predict the reactants needed to synthesize the given product. (1) Given the product [NH2:8][CH2:9][CH2:10][CH2:11][C@H:12]([NH:22][S:23]([C:26]1[C:35]2[C:30](=[CH:31][CH:32]=[CH:33][CH:34]=2)[C:29]([CH3:36])=[CH:28][CH:27]=1)(=[O:25])=[O:24])[C:13](=[O:21])[NH:14][CH:15]1[CH2:20][CH2:19][CH2:18][CH2:17][CH2:16]1, predict the reactants needed to synthesize it. The reactants are: C([NH:8][CH2:9][CH2:10][CH2:11][C@H:12]([NH:22][S:23]([C:26]1[C:35]2[C:30](=[CH:31][CH:32]=[CH:33][CH:34]=2)[C:29]([CH3:36])=[CH:28][CH:27]=1)(=[O:25])=[O:24])[C:13](=[O:21])[NH:14][CH:15]1[CH2:20][CH2:19][CH2:18][CH2:17][CH2:16]1)(OC(C)(C)C)=O.C(O)(C(F)(F)F)=O. (2) Given the product [N:25]1([CH2:2][CH2:3][CH2:4][O:5][C:6]2[CH:7]=[C:8]([CH:20]=[CH:21][C:22]=2[O:23][CH3:24])[CH:9]=[C:10]2[CH2:18][C:17]3[C:12](=[CH:13][CH:14]=[CH:15][CH:16]=3)[C:11]2=[O:19])[CH:29]=[CH:28][N:27]=[CH:26]1, predict the reactants needed to synthesize it. The reactants are: Cl[CH2:2][CH2:3][CH2:4][O:5][C:6]1[CH:7]=[C:8]([CH:20]=[CH:21][C:22]=1[O:23][CH3:24])[CH:9]=[C:10]1[CH2:18][C:17]2[C:12](=[CH:13][CH:14]=[CH:15][CH:16]=2)[C:11]1=[O:19].[NH:25]1[CH:29]=[CH:28][N:27]=[CH:26]1.